From a dataset of Full USPTO retrosynthesis dataset with 1.9M reactions from patents (1976-2016). Predict the reactants needed to synthesize the given product. (1) Given the product [CH:28]1[C:40]2[N:39]([C:41]3[CH:46]=[CH:45][C:44]([C:47]4[CH:48]=[CH:49][C:50]5[N:51]([C:2]6[CH:3]=[CH:4][C:5]([C:8]7[C:21]8[C:16]([C:15]([C:22]9[CH:27]=[CH:26][CH:25]=[CH:24][CH:23]=9)=[C:14]9[C:9]=7[CH:10]=[CH:11][CH:12]=[CH:13]9)=[CH:17][CH:18]=[CH:19][CH:20]=8)=[CH:6][CH:7]=6)[C:52]6[C:57]([C:58]=5[CH:59]=4)=[CH:56][CH:55]=[CH:54][CH:53]=6)=[CH:43][CH:42]=3)[C:38]3[C:33](=[CH:34][CH:35]=[CH:36][CH:37]=3)[C:32]=2[CH:31]=[CH:30][CH:29]=1, predict the reactants needed to synthesize it. The reactants are: Br[C:2]1[CH:7]=[CH:6][C:5]([C:8]2[C:9]3[C:14]([C:15]([C:22]4[CH:27]=[CH:26][CH:25]=[CH:24][CH:23]=4)=[C:16]4[C:21]=2[CH:20]=[CH:19][CH:18]=[CH:17]4)=[CH:13][CH:12]=[CH:11][CH:10]=3)=[CH:4][CH:3]=1.[CH:28]1[C:40]2[N:39]([C:41]3[CH:46]=[CH:45][C:44]([C:47]4[CH:48]=[CH:49][C:50]5[NH:51][C:52]6[C:57]([C:58]=5[CH:59]=4)=[CH:56][CH:55]=[CH:54][CH:53]=6)=[CH:43][CH:42]=3)[C:38]3[C:33](=[CH:34][CH:35]=[CH:36][CH:37]=3)[C:32]=2[CH:31]=[CH:30][CH:29]=1.CC(C)([O-])C.[Na+].C(P(C(C)(C)C)C(C)(C)C)(C)(C)C. (2) Given the product [N:35]1[CH:36]=[CH:37][CH:38]=[CH:39][C:34]=1[CH2:33][NH:13][CH2:14][C:15]1[CH:16]=[CH:17][C:18]([CH2:21][N:22]([CH:23]2[C:32]3[N:31]=[CH:30][CH:29]=[CH:28][C:27]=3[CH2:26][CH2:25][CH2:24]2)[C:47](=[O:54])[C:48]2[CH:53]=[CH:52][CH:51]=[CH:50][CH:49]=2)=[CH:19][CH:20]=1, predict the reactants needed to synthesize it. The reactants are: [N+](C1C=CC=CC=1S([N:13]([CH2:33][C:34]1[CH:39]=[CH:38][CH:37]=[CH:36][N:35]=1)[CH2:14][C:15]1[CH:20]=[CH:19][C:18]([CH2:21][NH:22][CH:23]2[C:32]3[N:31]=[CH:30][CH:29]=[CH:28][C:27]=3[CH2:26][CH2:25][CH2:24]2)=[CH:17][CH:16]=1)(=O)=O)([O-])=O.C(N(CC)CC)C.[C:47](Cl)(=[O:54])[C:48]1[CH:53]=[CH:52][CH:51]=[CH:50][CH:49]=1.